This data is from Catalyst prediction with 721,799 reactions and 888 catalyst types from USPTO. The task is: Predict which catalyst facilitates the given reaction. Reactant: [CH3:1][N:2]([CH2:4][C:5]1[CH:10]=[CH:9][C:8]([NH:11]C2C=C(N)N=CN=2)=[CH:7][C:6]=1[C:19]([F:22])([F:21])[F:20])[CH3:3].C([O-])([O-])=O.[K+].[K+]. Product: [CH3:3][N:2]([CH2:4][C:5]1[CH:10]=[CH:9][C:8]([NH2:11])=[CH:7][C:6]=1[C:19]([F:20])([F:22])[F:21])[CH3:1]. The catalyst class is: 5.